Regression. Given two drug SMILES strings and cell line genomic features, predict the synergy score measuring deviation from expected non-interaction effect. From a dataset of NCI-60 drug combinations with 297,098 pairs across 59 cell lines. (1) Drug 1: CC12CCC(CC1=CCC3C2CCC4(C3CC=C4C5=CN=CC=C5)C)O. Drug 2: COC1=C(C=C2C(=C1)N=CN=C2NC3=CC(=C(C=C3)F)Cl)OCCCN4CCOCC4. Cell line: BT-549. Synergy scores: CSS=19.8, Synergy_ZIP=-2.31, Synergy_Bliss=3.10, Synergy_Loewe=-1.72, Synergy_HSA=3.05. (2) Drug 1: CCN(CC)CCCC(C)NC1=C2C=C(C=CC2=NC3=C1C=CC(=C3)Cl)OC. Drug 2: B(C(CC(C)C)NC(=O)C(CC1=CC=CC=C1)NC(=O)C2=NC=CN=C2)(O)O. Cell line: SR. Synergy scores: CSS=83.5, Synergy_ZIP=0.981, Synergy_Bliss=3.83, Synergy_Loewe=-19.4, Synergy_HSA=1.17. (3) Drug 1: CC=C1C(=O)NC(C(=O)OC2CC(=O)NC(C(=O)NC(CSSCCC=C2)C(=O)N1)C(C)C)C(C)C. Drug 2: CC(C)NC(=O)C1=CC=C(C=C1)CNNC.Cl. Cell line: COLO 205. Synergy scores: CSS=30.3, Synergy_ZIP=7.77, Synergy_Bliss=4.16, Synergy_Loewe=-60.2, Synergy_HSA=-4.14. (4) Drug 1: C1=C(C(=O)NC(=O)N1)N(CCCl)CCCl. Drug 2: CCC1(C2=C(COC1=O)C(=O)N3CC4=CC5=C(C=CC(=C5CN(C)C)O)N=C4C3=C2)O.Cl. Cell line: RXF 393. Synergy scores: CSS=18.8, Synergy_ZIP=-8.20, Synergy_Bliss=-3.26, Synergy_Loewe=-1.15, Synergy_HSA=0.143. (5) Drug 2: C(CN)CNCCSP(=O)(O)O. Drug 1: CCC1(CC2CC(C3=C(CCN(C2)C1)C4=CC=CC=C4N3)(C5=C(C=C6C(=C5)C78CCN9C7C(C=CC9)(C(C(C8N6C=O)(C(=O)OC)O)OC(=O)C)CC)OC)C(=O)OC)O.OS(=O)(=O)O. Synergy scores: CSS=-3.87, Synergy_ZIP=2.38, Synergy_Bliss=2.39, Synergy_Loewe=-2.97, Synergy_HSA=-2.97. Cell line: 786-0. (6) Drug 1: CC1=C(C(=CC=C1)Cl)NC(=O)C2=CN=C(S2)NC3=CC(=NC(=N3)C)N4CCN(CC4)CCO. Drug 2: CN1C=C(C=N1)C2=C3N=C(C(=C(N3N=C2)N)Br)C4CCCNC4. Cell line: NCI-H460. Synergy scores: CSS=31.0, Synergy_ZIP=8.78, Synergy_Bliss=11.9, Synergy_Loewe=13.3, Synergy_HSA=15.0. (7) Drug 1: COC1=C(C=C2C(=C1)N=CN=C2NC3=CC(=C(C=C3)F)Cl)OCCCN4CCOCC4. Drug 2: C1=CC(=CC=C1CCC2=CNC3=C2C(=O)NC(=N3)N)C(=O)NC(CCC(=O)O)C(=O)O. Cell line: SK-MEL-28. Synergy scores: CSS=25.4, Synergy_ZIP=-3.83, Synergy_Bliss=0.835, Synergy_Loewe=3.87, Synergy_HSA=4.00.